This data is from CYP3A4 inhibition data for predicting drug metabolism from PubChem BioAssay. The task is: Regression/Classification. Given a drug SMILES string, predict its absorption, distribution, metabolism, or excretion properties. Task type varies by dataset: regression for continuous measurements (e.g., permeability, clearance, half-life) or binary classification for categorical outcomes (e.g., BBB penetration, CYP inhibition). Dataset: cyp3a4_veith. (1) The compound is Cc1cc2cc3c(=O)[nH]c(=O)[nH]c3nc2cc1C. The result is 0 (non-inhibitor). (2) The molecule is NC(=O)NC(=O)Nc1ccccc1Cl. The result is 0 (non-inhibitor). (3) The drug is CCCN1CCO[C@@H]2c3cc(O)ccc3OC[C@H]21. The result is 0 (non-inhibitor).